This data is from NCI-60 drug combinations with 297,098 pairs across 59 cell lines. The task is: Regression. Given two drug SMILES strings and cell line genomic features, predict the synergy score measuring deviation from expected non-interaction effect. Drug 2: C(CN)CNCCSP(=O)(O)O. Drug 1: C1=CC=C(C=C1)NC(=O)CCCCCCC(=O)NO. Synergy scores: CSS=34.2, Synergy_ZIP=-2.73, Synergy_Bliss=-1.99, Synergy_Loewe=-68.9, Synergy_HSA=-0.772. Cell line: OVCAR-8.